From a dataset of NCI-60 drug combinations with 297,098 pairs across 59 cell lines. Regression. Given two drug SMILES strings and cell line genomic features, predict the synergy score measuring deviation from expected non-interaction effect. (1) Drug 1: COC1=NC(=NC2=C1N=CN2C3C(C(C(O3)CO)O)O)N. Drug 2: CCC1(C2=C(COC1=O)C(=O)N3CC4=CC5=C(C=CC(=C5CN(C)C)O)N=C4C3=C2)O.Cl. Cell line: HCT-15. Synergy scores: CSS=7.89, Synergy_ZIP=-3.71, Synergy_Bliss=-5.15, Synergy_Loewe=-32.5, Synergy_HSA=-10.6. (2) Drug 1: C1=CC=C(C=C1)NC(=O)CCCCCCC(=O)NO. Cell line: TK-10. Synergy scores: CSS=21.2, Synergy_ZIP=-6.88, Synergy_Bliss=-0.872, Synergy_Loewe=-12.1, Synergy_HSA=-3.16. Drug 2: COC1=C2C(=CC3=C1OC=C3)C=CC(=O)O2. (3) Drug 1: CC1=C(C(CCC1)(C)C)C=CC(=CC=CC(=CC(=O)O)C)C. Drug 2: C1CN1C2=NC(=NC(=N2)N3CC3)N4CC4. Cell line: OVCAR-4. Synergy scores: CSS=10.8, Synergy_ZIP=-1.77, Synergy_Bliss=-1.24, Synergy_Loewe=-7.02, Synergy_HSA=-2.25. (4) Drug 1: C1=NC2=C(N=C(N=C2N1C3C(C(C(O3)CO)O)F)Cl)N. Drug 2: CCN(CC)CCNC(=O)C1=C(NC(=C1C)C=C2C3=C(C=CC(=C3)F)NC2=O)C. Cell line: SF-268. Synergy scores: CSS=2.99, Synergy_ZIP=-2.75, Synergy_Bliss=0.630, Synergy_Loewe=-2.60, Synergy_HSA=-1.87. (5) Drug 1: C1CN1C2=NC(=NC(=N2)N3CC3)N4CC4. Drug 2: C1CN(CCN1C(=O)CCBr)C(=O)CCBr. Cell line: NCI-H460. Synergy scores: CSS=53.5, Synergy_ZIP=-2.64, Synergy_Bliss=-2.98, Synergy_Loewe=-5.35, Synergy_HSA=1.33. (6) Synergy scores: CSS=47.4, Synergy_ZIP=0.121, Synergy_Bliss=-3.41, Synergy_Loewe=-33.1, Synergy_HSA=-2.80. Cell line: NCIH23. Drug 1: CC1(CCCN1)C2=NC3=C(C=CC=C3N2)C(=O)N. Drug 2: CN1C=C(C=N1)C2=C3N=C(C(=C(N3N=C2)N)Br)C4CCCNC4. (7) Drug 1: CC1CC(C(C(C=C(C(C(C=CC=C(C(=O)NC2=CC(=O)C(=C(C1)C2=O)OC)C)OC)OC(=O)N)C)C)O)OC. Drug 2: CCC1(C2=C(COC1=O)C(=O)N3CC4=CC5=C(C=CC(=C5CN(C)C)O)N=C4C3=C2)O. Cell line: NCI-H460. Synergy scores: CSS=81.3, Synergy_ZIP=1.55, Synergy_Bliss=-1.14, Synergy_Loewe=-1.94, Synergy_HSA=2.24. (8) Cell line: HS 578T. Drug 2: C(CC(=O)O)C(=O)CN.Cl. Drug 1: CCN(CC)CCNC(=O)C1=C(NC(=C1C)C=C2C3=C(C=CC(=C3)F)NC2=O)C. Synergy scores: CSS=9.31, Synergy_ZIP=-2.74, Synergy_Bliss=-2.31, Synergy_Loewe=-3.54, Synergy_HSA=-3.66. (9) Drug 1: CNC(=O)C1=CC=CC=C1SC2=CC3=C(C=C2)C(=NN3)C=CC4=CC=CC=N4. Drug 2: COCCOC1=C(C=C2C(=C1)C(=NC=N2)NC3=CC=CC(=C3)C#C)OCCOC.Cl. Cell line: 786-0. Synergy scores: CSS=10.5, Synergy_ZIP=3.14, Synergy_Bliss=8.12, Synergy_Loewe=5.53, Synergy_HSA=7.62.